This data is from Peptide-MHC class I binding affinity with 185,985 pairs from IEDB/IMGT. The task is: Regression. Given a peptide amino acid sequence and an MHC pseudo amino acid sequence, predict their binding affinity value. This is MHC class I binding data. The peptide sequence is ATDALMTGY. The MHC is HLA-A68:02 with pseudo-sequence HLA-A68:02. The binding affinity (normalized) is 0.